Dataset: Catalyst prediction with 721,799 reactions and 888 catalyst types from USPTO. Task: Predict which catalyst facilitates the given reaction. (1) Reactant: [CH3:1][O:2][CH2:3][CH2:4][CH2:5][N:6]1[C:14]2[C:9](=[CH:10][CH:11]=[C:12]([C:15]([O:17][CH3:18])=[O:16])[CH:13]=2)[CH:8]=[CH:7]1.[Na].C(=O)([O-])O.[Na+]. Product: [CH3:1][O:2][CH2:3][CH2:4][CH2:5][N:6]1[C:14]2[C:9](=[CH:10][CH:11]=[C:12]([C:15]([O:17][CH3:18])=[O:16])[CH:13]=2)[CH2:8][CH2:7]1. The catalyst class is: 15. (2) Reactant: C(OC(=O)[NH:7][C:8]1([C:12]2[CH:17]=[CH:16][C:15]([C:18]3[C:19]([C:37]4[CH:42]=[CH:41][CH:40]=[CH:39][CH:38]=4)=[CH:20][C:21]4[N:22]([C:24]([C:27]5[CH:32]=[CH:31][C:30]([S:33]([CH3:36])(=[O:35])=[O:34])=[CH:29][CH:28]=5)=[CH:25][N:26]=4)[N:23]=3)=[CH:14][CH:13]=2)[CH2:11][CH2:10][CH2:9]1)(C)(C)C.Cl. Product: [CH3:36][S:33]([C:30]1[CH:31]=[CH:32][C:27]([C:24]2[N:22]3[N:23]=[C:18]([C:15]4[CH:14]=[CH:13][C:12]([C:8]5([NH2:7])[CH2:11][CH2:10][CH2:9]5)=[CH:17][CH:16]=4)[C:19]([C:37]4[CH:42]=[CH:41][CH:40]=[CH:39][CH:38]=4)=[CH:20][C:21]3=[N:26][CH:25]=2)=[CH:28][CH:29]=1)(=[O:35])=[O:34]. The catalyst class is: 12. (3) Reactant: [CH2:1]([N:8]1[C:16]([CH3:17])=[C:15]2[C:10]([CH:11]=[C:12]([C:18]3[CH:19]=[C:20]([CH:28]4[CH2:33][CH2:32][CH2:31][NH:30][CH2:29]4)[N:21]4[C:26]=3[C:25]([NH2:27])=[N:24][CH:23]=[N:22]4)[CH:13]=[CH:14]2)=[N:9]1)[C:2]1[CH:7]=[CH:6][CH:5]=[CH:4][CH:3]=1.[CH3:34][N:35]([CH3:40])[CH2:36][C:37](O)=[O:38].CCN=C=NCCCN(C)C.Cl.C1C=CC2N(O)N=NC=2C=1.C(N(CC)C(C)C)(C)C. Product: [CH2:1]([N:8]1[C:16]([CH3:17])=[C:15]2[C:10]([CH:11]=[C:12]([C:18]3[CH:19]=[C:20]([CH:28]4[CH2:33][CH2:32][CH2:31][N:30]([C:37](=[O:38])[CH2:36][N:35]([CH3:40])[CH3:34])[CH2:29]4)[N:21]4[C:26]=3[C:25]([NH2:27])=[N:24][CH:23]=[N:22]4)[CH:13]=[CH:14]2)=[N:9]1)[C:2]1[CH:3]=[CH:4][CH:5]=[CH:6][CH:7]=1. The catalyst class is: 3. (4) Reactant: [NH2:1][C:2]1[S:3][CH:4]=[C:5]([C:7]2[CH:12]=[CH:11][CH:10]=[CH:9][CH:8]=2)[N:6]=1.F[C:14]1[CH:19]=[CH:18][CH:17]=[CH:16][C:15]=1[N+:20]([O-:22])=[O:21].C(=O)([O-])[O-].[K+].[K+]. Product: [N+:20]([C:15]1[CH:16]=[CH:17][CH:18]=[CH:19][C:14]=1[NH:1][C:2]1[S:3][CH:4]=[C:5]([C:7]2[CH:12]=[CH:11][CH:10]=[CH:9][CH:8]=2)[N:6]=1)([O-:22])=[O:21]. The catalyst class is: 6. (5) Reactant: [CH3:1][CH:2]([CH3:22])[CH2:3][CH2:4][N:5]([CH2:12][C:13]1[O:14][C:15]2[CH:21]=[CH:20][CH:19]=[CH:18][C:16]=2[CH:17]=1)[CH:6]1[CH2:11][CH2:10][NH:9][CH2:8][CH2:7]1.[ClH:23].C(OCC)C. Product: [ClH:23].[ClH:23].[CH3:1][CH:2]([CH3:22])[CH2:3][CH2:4][N:5]([CH2:12][C:13]1[O:14][C:15]2[CH:21]=[CH:20][CH:19]=[CH:18][C:16]=2[CH:17]=1)[CH:6]1[CH2:7][CH2:8][NH:9][CH2:10][CH2:11]1. The catalyst class is: 5.